From a dataset of Forward reaction prediction with 1.9M reactions from USPTO patents (1976-2016). Predict the product of the given reaction. (1) Given the reactants [CH2:1]([NH:4][CH2:5][CH:6]=[CH2:7])[CH:2]=[CH2:3].Br[CH2:9][CH2:10][CH2:11][CH2:12][CH2:13][CH2:14][CH2:15][CH2:16][CH2:17][CH2:18]Br.C(=O)([O-])[O-].[K+].[K+].[CH2:26](O)[CH3:27], predict the reaction product. The product is: [CH2:1]([N:4]([CH2:5][CH:6]=[CH2:7])[CH2:9][CH2:10][CH2:11][CH2:12][CH2:13][CH2:14][CH2:15][CH2:16][CH2:17][CH2:18][N:4]([CH2:5][CH:26]=[CH2:27])[CH2:1][CH:2]=[CH2:3])[CH:2]=[CH2:3]. (2) Given the reactants O[C:2]1[N:7]([CH3:8])[C:6](=[O:9])[C:5]([C:10]2[CH:19]=[CH:18][C:17]3[C:12](=[CH:13][CH:14]=[CH:15][CH:16]=3)[CH:11]=2)=[C:4]([C:20]2[CH:25]=[CH:24][N:23]=[CH:22][CH:21]=2)[N:3]=1.P(Cl)(Cl)([Cl:28])=O, predict the reaction product. The product is: [Cl:28][C:2]1[N:7]([CH3:8])[C:6](=[O:9])[C:5]([C:10]2[CH:19]=[CH:18][C:17]3[C:12](=[CH:13][CH:14]=[CH:15][CH:16]=3)[CH:11]=2)=[C:4]([C:20]2[CH:25]=[CH:24][N:23]=[CH:22][CH:21]=2)[N:3]=1.